From a dataset of TCR-epitope binding with 47,182 pairs between 192 epitopes and 23,139 TCRs. Binary Classification. Given a T-cell receptor sequence (or CDR3 region) and an epitope sequence, predict whether binding occurs between them. (1) The epitope is PROT_97E67BCC. The TCR CDR3 sequence is CASSKLASGDEQFF. Result: 1 (the TCR binds to the epitope). (2) The epitope is SGPLKAEIAQRLED. The TCR CDR3 sequence is CASRLPGGYNEQFF. Result: 0 (the TCR does not bind to the epitope). (3) The epitope is KEIDRLNEV. The TCR CDR3 sequence is CASSQDPGAAGYGTF. Result: 0 (the TCR does not bind to the epitope). (4) The epitope is ILGLPTQTV. The TCR CDR3 sequence is CASSQEGVVWTSGNTGELFF. Result: 1 (the TCR binds to the epitope). (5) The epitope is TVYDPLQPELDSFK. The TCR CDR3 sequence is CASRPPGGVNEQFF. Result: 0 (the TCR does not bind to the epitope). (6) The epitope is SEETGTLIV. The TCR CDR3 sequence is CASSQELSGDTQYF. Result: 0 (the TCR does not bind to the epitope). (7) The epitope is RLRAEAQVK. The TCR CDR3 sequence is CASSPSRDREFLYIQYF. Result: 1 (the TCR binds to the epitope).